Dataset: Catalyst prediction with 721,799 reactions and 888 catalyst types from USPTO. Task: Predict which catalyst facilitates the given reaction. (1) Reactant: [N+:1]([C:4]1[C:5]([C:9]2[CH:10]=[N:11][CH:12]=[CH:13][CH:14]=2)=[N:6][NH:7][CH:8]=1)([O-])=O. Product: [N:11]1[CH:12]=[CH:13][CH:14]=[C:9]([C:5]2[C:4]([NH2:1])=[CH:8][NH:7][N:6]=2)[CH:10]=1. The catalyst class is: 5. (2) Reactant: C(OC(=O)[NH:7][CH:8]1[CH2:13][CH2:12][N:11]([CH2:14][C:15]2[CH:19]=[CH:18][N:17]([C:20]3[CH:25]=[CH:24][C:23]([C:26]([F:29])([F:28])[F:27])=[CH:22][CH:21]=3)[CH:16]=2)[CH2:10][CH2:9]1)(C)(C)C.C(OCC)C.[ClH:36]. Product: [ClH:36].[ClH:36].[F:29][C:26]([F:27])([F:28])[C:23]1[CH:24]=[CH:25][C:20]([N:17]2[CH:18]=[CH:19][C:15]([CH2:14][N:11]3[CH2:12][CH2:13][CH:8]([NH2:7])[CH2:9][CH2:10]3)=[CH:16]2)=[CH:21][CH:22]=1. The catalyst class is: 12. (3) Reactant: ClCCl.B(Br)(Br)Br.[OH:8][CH:9]1[CH2:14][CH2:13][CH2:12][N:11]([C:15]2[CH:24]=[C:23]3[C:18]([CH:19]=[C:20]([C:26]4[CH:31]=[CH:30][C:29]([O:32]C)=[CH:28][C:27]=4[CH3:34])[NH:21][C:22]3=[O:25])=[CH:17][CH:16]=2)[CH2:10]1.C(=O)(O)[O-].[Na+]. Product: [OH:32][C:29]1[CH:30]=[CH:31][C:26]([C:20]2[NH:21][C:22](=[O:25])[C:23]3[C:18]([CH:19]=2)=[CH:17][CH:16]=[C:15]([N:11]2[CH2:12][CH2:13][CH2:14][CH:9]([OH:8])[CH2:10]2)[CH:24]=3)=[C:27]([CH3:34])[CH:28]=1. The catalyst class is: 4. (4) Reactant: C(OC([N:8]1[CH2:12][CH2:11][CH2:10][C@@H:9]1[CH2:13][O:14][C:15]1[CH:20]=[CH:19][C:18]([CH2:21][C:22]2[CH:27]=[CH:26][CH:25]=[CH:24][CH:23]=2)=[CH:17][CH:16]=1)=O)(C)(C)C.Cl. Product: [CH2:21]([C:18]1[CH:19]=[CH:20][C:15]([O:14][CH2:13][C@H:9]2[CH2:10][CH2:11][CH2:12][NH:8]2)=[CH:16][CH:17]=1)[C:22]1[CH:23]=[CH:24][CH:25]=[CH:26][CH:27]=1. The catalyst class is: 12.